From a dataset of NCI-60 drug combinations with 297,098 pairs across 59 cell lines. Regression. Given two drug SMILES strings and cell line genomic features, predict the synergy score measuring deviation from expected non-interaction effect. (1) Drug 1: C1=CC(=CC=C1CCC2=CNC3=C2C(=O)NC(=N3)N)C(=O)NC(CCC(=O)O)C(=O)O. Drug 2: CS(=O)(=O)CCNCC1=CC=C(O1)C2=CC3=C(C=C2)N=CN=C3NC4=CC(=C(C=C4)OCC5=CC(=CC=C5)F)Cl. Cell line: SW-620. Synergy scores: CSS=13.3, Synergy_ZIP=4.34, Synergy_Bliss=2.92, Synergy_Loewe=-11.8, Synergy_HSA=-0.0345. (2) Drug 1: C(CC(=O)O)C(=O)CN.Cl. Drug 2: C1=CN(C=N1)CC(O)(P(=O)(O)O)P(=O)(O)O. Cell line: CAKI-1. Synergy scores: CSS=18.4, Synergy_ZIP=-5.29, Synergy_Bliss=-1.23, Synergy_Loewe=2.43, Synergy_HSA=1.13. (3) Drug 1: CCC1=CC2CC(C3=C(CN(C2)C1)C4=CC=CC=C4N3)(C5=C(C=C6C(=C5)C78CCN9C7C(C=CC9)(C(C(C8N6C)(C(=O)OC)O)OC(=O)C)CC)OC)C(=O)OC.C(C(C(=O)O)O)(C(=O)O)O. Drug 2: C1=CC=C(C=C1)NC(=O)CCCCCCC(=O)NO. Cell line: MALME-3M. Synergy scores: CSS=48.7, Synergy_ZIP=-0.256, Synergy_Bliss=3.36, Synergy_Loewe=4.64, Synergy_HSA=7.09. (4) Drug 1: CC1C(C(CC(O1)OC2CC(CC3=C2C(=C4C(=C3O)C(=O)C5=C(C4=O)C(=CC=C5)OC)O)(C(=O)C)O)N)O.Cl. Drug 2: CC1=CC2C(CCC3(C2CCC3(C(=O)C)OC(=O)C)C)C4(C1=CC(=O)CC4)C. Cell line: RXF 393. Synergy scores: CSS=12.3, Synergy_ZIP=0.0180, Synergy_Bliss=7.43, Synergy_Loewe=-12.8, Synergy_HSA=3.53. (5) Drug 1: C1CC(C1)(C(=O)O)C(=O)O.[NH2-].[NH2-].[Pt+2]. Drug 2: C1CC(=O)NC(=O)C1N2C(=O)C3=CC=CC=C3C2=O. Cell line: NCI/ADR-RES. Synergy scores: CSS=-4.07, Synergy_ZIP=3.16, Synergy_Bliss=3.71, Synergy_Loewe=-2.26, Synergy_HSA=-1.06. (6) Drug 1: CCC1=C2CN3C(=CC4=C(C3=O)COC(=O)C4(CC)O)C2=NC5=C1C=C(C=C5)O. Drug 2: C1CN1C2=NC(=NC(=N2)N3CC3)N4CC4. Cell line: RXF 393. Synergy scores: CSS=18.1, Synergy_ZIP=1.34, Synergy_Bliss=2.18, Synergy_Loewe=2.09, Synergy_HSA=3.29. (7) Drug 1: C1=CC=C(C(=C1)C(C2=CC=C(C=C2)Cl)C(Cl)Cl)Cl. Drug 2: C#CCC(CC1=CN=C2C(=N1)C(=NC(=N2)N)N)C3=CC=C(C=C3)C(=O)NC(CCC(=O)O)C(=O)O. Cell line: DU-145. Synergy scores: CSS=-1.79, Synergy_ZIP=-0.588, Synergy_Bliss=-3.58, Synergy_Loewe=-16.4, Synergy_HSA=-4.34.